This data is from Forward reaction prediction with 1.9M reactions from USPTO patents (1976-2016). The task is: Predict the product of the given reaction. (1) Given the reactants [SH:1][C:2]1[N:7]=[C:6]([C:8]([O:10][CH3:11])=[O:9])[CH:5]=[CH:4][CH:3]=1.C1C(=O)N(Cl)C(=O)C1.[Cl:20][C:21]1[C:29]([F:30])=[C:28]2[C:24]([CH:25]=[C:26]([CH:38]3[CH2:40][CH2:39]3)[N:27]2[C:31]2[CH:32]=[N:33][N:34]([CH2:36][CH3:37])[CH:35]=2)=[CH:23][CH:22]=1, predict the reaction product. The product is: [Cl:20][C:21]1[C:29]([F:30])=[C:28]2[C:24]([C:25]([S:1][C:2]3[N:7]=[C:6]([C:8]([O:10][CH3:11])=[O:9])[CH:5]=[CH:4][CH:3]=3)=[C:26]([CH:38]3[CH2:40][CH2:39]3)[N:27]2[C:31]2[CH:32]=[N:33][N:34]([CH2:36][CH3:37])[CH:35]=2)=[CH:23][CH:22]=1. (2) The product is: [NH:12]1[C:13]2[C:18](=[CH:17][CH:16]=[CH:15][CH:14]=2)[C:10]([C:8](=[O:9])[CH:35]([NH:34][C:32]2[CH:31]=[N:30][CH:29]=[C:28]([O:27][CH3:26])[N:33]=2)[C:36]2[CH:44]=[C:39]3[CH:40]=[CH:41][CH:42]=[CH:43][N:38]3[N:37]=2)=[CH:11]1. Given the reactants C(N(CC)CC)C.[CH:8]([C:10]1[C:18]2[C:13](=[CH:14][CH:15]=[CH:16][CH:17]=2)[N:12](C(OC(C)(C)C)=O)[CH:11]=1)=[O:9].[CH3:26][O:27][C:28]1[N:33]=[C:32]([N:34]=[CH:35][C:36]2[CH:44]=[C:39]3[CH:40]=[CH:41][CH:42]=[CH:43][N:38]3[N:37]=2)[CH:31]=[N:30][CH:29]=1, predict the reaction product. (3) Given the reactants [H-].[Na+].[CH3:3][O-:4].[Na+].[CH3:6][O:7][C:8](=[O:20])[C:9]1[CH:14]=[C:13]([N+:15]([O-:17])=[O:16])[CH:12]=[CH:11][C:10]=1[CH2:18]Br.[NH4+].[Cl-], predict the reaction product. The product is: [CH3:6][O:7][C:8](=[O:20])[C:9]1[CH:14]=[C:13]([N+:15]([O-:17])=[O:16])[CH:12]=[CH:11][C:10]=1[CH2:18][O:4][CH3:3]. (4) Given the reactants [Cl:1][C:2]1[CH:7]=[CH:6][CH:5]=[C:4]([Cl:8])[C:3]=1[CH2:9][S:10]([C:13]1[CH:14]=[C:15]2[C:19](=[CH:20][CH:21]=1)[NH:18][C:17](=[O:22])/[C:16]/2=[CH:23]\[C:24]1[NH:28][C:27]([CH3:29])=[C:26]([C:30]([NH:32][CH2:33][CH2:34][N:35]2[CH2:40][CH2:39][N:38]([C:41](=[O:47])[CH2:42][O:43]C(=O)C)[CH2:37][CH2:36]2)=[O:31])[C:25]=1[CH3:48])(=[O:12])=[O:11].C(=O)([O-])[O-].[K+].[K+], predict the reaction product. The product is: [OH:43][CH2:42][C:41]([N:38]1[CH2:39][CH2:40][N:35]([CH2:34][CH2:33][NH:32][C:30]([C:26]2[C:25]([CH3:48])=[C:24](/[CH:23]=[C:16]3\[C:17](=[O:22])[NH:18][C:19]4[C:15]\3=[CH:14][C:13]([S:10]([CH2:9][C:3]3[C:2]([Cl:1])=[CH:7][CH:6]=[CH:5][C:4]=3[Cl:8])(=[O:12])=[O:11])=[CH:21][CH:20]=4)[NH:28][C:27]=2[CH3:29])=[O:31])[CH2:36][CH2:37]1)=[O:47].